This data is from Forward reaction prediction with 1.9M reactions from USPTO patents (1976-2016). The task is: Predict the product of the given reaction. Given the reactants [CH2:1]([N:3]([C:31](=O)[C:32]1[CH:37]=[CH:36][C:35]([OH:38])=[C:34]([F:39])[CH:33]=1)[C:4]1[CH:9]=[C:8]([O:10][CH3:11])[C:7]([O:12][CH3:13])=[CH:6][C:5]=1[CH:14]1[CH2:23][CH2:22][C:21]2[CH:20]=[C:19]([O:24]C(=O)C(C)(C)C)[CH:18]=[CH:17][C:16]=2[CH2:15]1)[CH3:2].Br[CH2:42][C:43]([N:45]1[C:50]([CH3:52])([CH3:51])[CH2:49][CH2:48][CH2:47][C:46]1([CH3:54])[CH3:53])=O, predict the reaction product. The product is: [CH2:1]([N:3]([CH2:31][C:32]1[CH:37]=[CH:36][C:35]([O:38][CH2:42][CH2:43][N:45]2[C:50]([CH3:52])([CH3:51])[CH2:49][CH2:48][CH2:47][C:46]2([CH3:54])[CH3:53])=[C:34]([F:39])[CH:33]=1)[C:4]1[CH:9]=[C:8]([O:10][CH3:11])[C:7]([O:12][CH3:13])=[CH:6][C:5]=1[CH:14]1[CH2:23][CH2:22][C:21]2[CH:20]=[C:19]([OH:24])[CH:18]=[CH:17][C:16]=2[CH2:15]1)[CH3:2].